Predict the reaction yield, written as a fraction of the theoretical maximum amount of product (1.0 means a 100% yield; for example, 0.34 means a 34% yield). From a dataset of Reaction yield outcomes from USPTO patents with 853,638 reactions. (1) The reactants are [N+:1]([C:4]1[CH:9]=[CH:8][CH:7]=[C:6]([N+:10]([O-])=O)[C:5]=1[NH:13][CH2:14][C:15]([O:17]CC)=O)([O-])=O. The catalyst is CN(C=O)C.C(O)C.[C].[Pd]. The product is [NH2:1][C:4]1[CH:9]=[CH:8][CH:7]=[C:6]2[C:5]=1[N:13]=[CH:14][C:15](=[O:17])[NH:10]2. The yield is 0.580. (2) The reactants are C(OC(N1CC[N:11]([C:14]([C:16]2[C:21]([C:22]3[CH:27]=[CH:26][CH:25]=[C:24]([C:28]([F:31])([F:30])[F:29])[CH:23]=3)=[CH:20][C:19]([CH3:32])=[C:18]([C:33]([N:35]3[CH2:40][CH2:39][CH:38]([N:41]4[CH2:45][CH2:44][CH2:43][CH2:42]4)[CH2:37][CH2:36]3)=[O:34])[N:17]=2)=[O:15])[CH2:10][CH2:9]1)=O)(C)(C)C.Cl. The catalyst is CO.O1CCOCC1. The product is [NH:11]1[CH2:14][CH2:9][CH:10]([NH:11][C:14]([C:16]2[C:21]([C:22]3[CH:27]=[CH:26][CH:25]=[C:24]([C:28]([F:30])([F:29])[F:31])[CH:23]=3)=[CH:20][C:19]([CH3:32])=[C:18]([C:33]([N:35]3[CH2:36][CH2:37][CH:38]([N:41]4[CH2:42][CH2:43][CH2:44][CH2:45]4)[CH2:39][CH2:40]3)=[O:34])[N:17]=2)=[O:15])[CH2:9][CH2:10]1. The yield is 0.750.